From a dataset of Peptide-MHC class I binding affinity with 185,985 pairs from IEDB/IMGT. Regression. Given a peptide amino acid sequence and an MHC pseudo amino acid sequence, predict their binding affinity value. This is MHC class I binding data. (1) The peptide sequence is FFNVEIPEF. The MHC is HLA-B57:01 with pseudo-sequence HLA-B57:01. The binding affinity (normalized) is 0.213. (2) The peptide sequence is VYFSPWFFL. The MHC is HLA-B27:05 with pseudo-sequence HLA-B27:05. The binding affinity (normalized) is 0.0847. (3) The binding affinity (normalized) is 0.0847. The MHC is HLA-A03:01 with pseudo-sequence HLA-A03:01. The peptide sequence is CLVSGLSSL. (4) The MHC is HLA-A01:01 with pseudo-sequence HLA-A01:01. The peptide sequence is KMARLGKGY. The binding affinity (normalized) is 0.0847.